This data is from Full USPTO retrosynthesis dataset with 1.9M reactions from patents (1976-2016). The task is: Predict the reactants needed to synthesize the given product. (1) Given the product [CH3:42][O:41][C:39]([C:38]1[C:37]([CH2:36][O:35][CH3:34])=[N:17][C:16]2[C:11]([C:9]=1[OH:10])=[CH:12][CH:13]=[C:14]([C:18]1[C:23]([C:24]([F:25])([F:26])[F:27])=[CH:22][CH:21]=[CH:20][N:19]=1)[N:15]=2)=[O:40], predict the reactants needed to synthesize it. The reactants are: O=C1CCC(=O)N1O[C:9]([C:11]1[CH:12]=[CH:13][C:14]([C:18]2[C:23]([C:24]([F:27])([F:26])[F:25])=[CH:22][CH:21]=[CH:20][N:19]=2)=[N:15][C:16]=1[NH2:17])=[O:10].CC(C)([O-])C.[K+].[CH3:34][O:35][CH2:36][C:37](=O)[CH2:38][C:39]([O:41][CH3:42])=[O:40].O. (2) The reactants are: [C:1]1([C:30]2[CH:35]=[CH:34][CH:33]=[CH:32][CH:31]=2)[CH:6]=[CH:5][C:4]([C:7]2[N:8]([CH2:19][CH2:20][CH2:21][NH:22]C(=O)OC(C)(C)C)[C:9](=[N:12][C:13]3[CH:18]=[CH:17][CH:16]=[CH:15][CH:14]=3)[S:10][CH:11]=2)=[CH:3][CH:2]=1.Cl.O. Given the product [NH2:22][CH2:21][CH2:20][CH2:19][N:8]1[C:7]([C:4]2[CH:5]=[CH:6][C:1]([C:30]3[CH:35]=[CH:34][CH:33]=[CH:32][CH:31]=3)=[CH:2][CH:3]=2)=[CH:11][S:10][C:9]1=[N:12][C:13]1[CH:18]=[CH:17][CH:16]=[CH:15][CH:14]=1, predict the reactants needed to synthesize it. (3) Given the product [CH3:20][O:19][CH2:18][CH2:17][N:1]1[C:9]2[C:4](=[CH:5][C:6]([C:10]([O:12][CH3:13])=[O:11])=[CH:7][CH:8]=2)[CH:3]=[CH:2]1, predict the reactants needed to synthesize it. The reactants are: [NH:1]1[C:9]2[C:4](=[CH:5][C:6]([C:10]([O:12][CH3:13])=[O:11])=[CH:7][CH:8]=2)[CH:3]=[CH:2]1.[H-].[Na+].Br[CH2:17][CH2:18][O:19][CH3:20]. (4) Given the product [C:76]([O:43][CH2:42][CH2:41][O:40][C:34]1[C:33]([F:44])=[C:32]([C@@H:10]([NH:9][C:6]2[CH:5]=[CH:4][C:3]([C:2]([NH2:1])=[N:45][C:46]([O:48][CH2:49][C:50]([CH3:51])([CH3:53])[CH3:52])=[O:47])=[CH:8][CH:7]=2)[C:11]2[N:12]=[C:13]([O:22][CH2:23][O:24][C:25](=[O:31])[CH:26]([CH2:29][CH3:30])[CH2:27][CH3:28])[N:14]([C:16]3[N:21]=[CH:20][CH:19]=[CH:18][N:17]=3)[N:15]=2)[CH:37]=[C:36]([O:38][CH3:39])[CH:35]=1)(=[O:78])[CH3:77], predict the reactants needed to synthesize it. The reactants are: [NH2:1][C:2](=[N:45][C:46]([O:48][CH2:49][C:50]([CH3:53])([CH3:52])[CH3:51])=[O:47])[C:3]1[CH:8]=[CH:7][C:6]([NH:9][C@H:10]([C:32]2[CH:37]=[C:36]([O:38][CH3:39])[CH:35]=[C:34]([O:40][CH2:41][CH2:42][OH:43])[C:33]=2[F:44])[C:11]2[N:12]=[C:13]([O:22][CH2:23][O:24][C:25](=[O:31])[CH:26]([CH2:29][CH3:30])[CH2:27][CH3:28])[N:14]([C:16]3[N:21]=[CH:20][CH:19]=[CH:18][N:17]=3)[N:15]=2)=[CH:5][CH:4]=1.C(N(CC)CC)C.CN(C(F)=[N+](C)C)C.F[P-](F)(F)(F)(F)F.[C:76](O)(=[O:78])[CH3:77]. (5) Given the product [Br:3][C:4]1[CH:13]=[C:12]2[C:7](=[CH:6][CH:5]=1)[CH2:8][C:9]([CH2:16][O:17][Si:18]([C:21]([CH3:24])([CH3:23])[CH3:22])([CH3:20])[CH3:19])([CH3:15])[CH2:10][C:11]2=[CH2:25], predict the reactants needed to synthesize it. The reactants are: [H-].[Na+].[Br:3][C:4]1[CH:13]=[C:12]2[C:7]([CH2:8][C:9]([CH2:16][O:17][Si:18]([C:21]([CH3:24])([CH3:23])[CH3:22])([CH3:20])[CH3:19])([CH3:15])[CH2:10][C:11]2=O)=[CH:6][CH:5]=1.[CH3:25]S(C)=O. (6) Given the product [O:1]=[C:2]1[N:6]([C:7]2[CH:8]=[CH:9][CH:10]=[CH:11][CH:12]=2)[CH:5]([C:13]([N:40]2[CH2:39][CH2:38][N:37]([C:32]3[CH:33]=[CH:34][CH:35]=[CH:36][C:31]=3[C:29]#[N:30])[CH2:42][CH2:41]2)=[O:14])[CH2:4][N:3]1[S:16]([C:19]1[CH:24]=[CH:23][CH:22]=[CH:21][C:20]=1[C:25]([F:27])([F:28])[F:26])(=[O:17])=[O:18], predict the reactants needed to synthesize it. The reactants are: [O:1]=[C:2]1[N:6]([C:7]2[CH:12]=[CH:11][CH:10]=[CH:9][CH:8]=2)[CH:5]([C:13](O)=[O:14])[CH2:4][N:3]1[S:16]([C:19]1[CH:24]=[CH:23][CH:22]=[CH:21][C:20]=1[C:25]([F:28])([F:27])[F:26])(=[O:18])=[O:17].[C:29]([C:31]1[CH:36]=[CH:35][CH:34]=[CH:33][C:32]=1[N:37]1[CH2:42][CH2:41][NH:40][CH2:39][CH2:38]1)#[N:30]. (7) Given the product [Cl:4][C:5]1[CH:6]=[CH:7][C:8]([C@H:11]2[C:15]3[N:16]([CH:25]([CH3:27])[CH3:26])[C:17]([CH:19]4[CH2:20][CH2:21][O:22][CH2:23][CH2:24]4)=[N:18][C:14]=3[C:13](=[O:28])[N:12]2[C:29]2[CH:30]=[C:31]([CH3:39])[C:32]3[N:36]=[N:35][N:34]([CH3:37])[C:33]=3[CH:38]=2)=[CH:9][CH:10]=1, predict the reactants needed to synthesize it. The reactants are: C(=O)=O.[Cl:4][C:5]1[CH:10]=[CH:9][C:8]([CH:11]2[C:15]3[N:16]([CH:25]([CH3:27])[CH3:26])[C:17]([CH:19]4[CH2:24][CH2:23][O:22][CH2:21][CH2:20]4)=[N:18][C:14]=3[C:13](=[O:28])[N:12]2[C:29]2[CH:30]=[C:31]([CH3:39])[C:32]3[N:36]=[N:35][N:34]([CH3:37])[C:33]=3[CH:38]=2)=[CH:7][CH:6]=1. (8) Given the product [CH3:23][O:26][SiH:2]([O:18][CH3:15])[O:22][CH3:19].[CH3:19][O:21][CH2:16][CH2:15][OH:18], predict the reactants needed to synthesize it. The reactants are: C[Si:2](CCCNCCN)(C)C.[Na+].[Na+].[Na+].[C:15]([O-:18])(=O)[CH3:16].[C:19]([O-:22])(=[O:21])C.[C:23]([O-:26])(=O)C. (9) Given the product [C:9]1([S:15]([N:18]2[C:22]3=[N:23][CH:24]=[CH:25][CH:26]=[C:21]3[CH:20]=[C:19]2[C:27](=[O:29])[CH3:28])(=[O:17])=[O:16])[CH:10]=[CH:11][CH:12]=[CH:13][CH:14]=1, predict the reactants needed to synthesize it. The reactants are: C([N-]C(C)C)(C)C.[Li+].[C:9]1([S:15]([N:18]2[C:22]3=[N:23][CH:24]=[CH:25][CH:26]=[C:21]3[CH:20]=[CH:19]2)(=[O:17])=[O:16])[CH:14]=[CH:13][CH:12]=[CH:11][CH:10]=1.[C:27](OC(=O)C)(=[O:29])[CH3:28].O. (10) Given the product [CH3:31][O:32][N:33]=[C:18]([C:20]1[CH:21]=[CH:22][CH:23]=[CH:24][CH:25]=1)[CH2:17][CH2:16][CH2:15][N:14]1[C:10]2[C:9]3[CH:8]=[CH:7][CH:6]=[CH:5][C:4]=3[N:3]=[C:2]([NH2:1])[C:11]=2[N:12]=[C:13]1[CH2:26][CH2:27][CH2:28][CH3:29], predict the reactants needed to synthesize it. The reactants are: [NH2:1][C:2]1[C:11]2[N:12]=[C:13]([CH2:26][CH2:27][CH2:28][CH3:29])[N:14]([CH2:15][CH2:16][CH2:17][C:18]([C:20]3[CH:25]=[CH:24][CH:23]=[CH:22][CH:21]=3)=O)[C:10]=2[C:9]2[CH:8]=[CH:7][CH:6]=[CH:5][C:4]=2[N:3]=1.Cl.[CH3:31][O:32][NH2:33].